This data is from Full USPTO retrosynthesis dataset with 1.9M reactions from patents (1976-2016). The task is: Predict the reactants needed to synthesize the given product. (1) Given the product [C:34]([O:38][C:39]([N:31]1[CH2:30][CH:29]=[C:28]([C:26]2[NH:25][C:21]3[N:22]=[CH:23][N:24]=[C:19]([NH:18][C:15]4[CH:16]=[C:17]5[C:12](=[CH:13][CH:14]=4)[NH:11][N:10]=[C:9]5[Cl:8])[C:20]=3[CH:27]=2)[CH2:33][CH2:32]1)=[O:40])([CH3:37])([CH3:36])[CH3:35], predict the reactants needed to synthesize it. The reactants are: FC(F)(F)C(O)=O.[Cl:8][C:9]1[C:17]2[C:12](=[CH:13][CH:14]=[C:15]([NH:18][C:19]3[C:20]4[CH:27]=[C:26]([C:28]5[CH2:29][CH2:30][NH:31][CH2:32][CH:33]=5)[NH:25][C:21]=4[N:22]=[CH:23][N:24]=3)[CH:16]=2)[NH:11][N:10]=1.[C:34]([O:38][C:39](O[C:39]([O:38][C:34]([CH3:37])([CH3:36])[CH3:35])=[O:40])=[O:40])([CH3:37])([CH3:36])[CH3:35].CCN(C(C)C)C(C)C.CN(C=O)C. (2) Given the product [Br:1][C:2]1[S:3][C:4]([C:7](=[O:10])[CH2:8][CH3:9])=[CH:5][N:6]=1, predict the reactants needed to synthesize it. The reactants are: [Br:1][C:2]1[S:3][C:4]([CH:7]([OH:10])[CH2:8][CH3:9])=[CH:5][N:6]=1.CC(OI1(OC(C)=O)(OC(C)=O)OC(=O)C2C=CC=CC1=2)=O.